This data is from Full USPTO retrosynthesis dataset with 1.9M reactions from patents (1976-2016). The task is: Predict the reactants needed to synthesize the given product. (1) Given the product [Cl:1][CH2:2][CH2:3][CH2:4][CH2:5][C:6]1[N:7]([CH3:20])[N:8]=[C:9]2[C:18]=1[C:17]1[CH2:16][CH2:15][CH2:14][CH2:13][C:12]=1[N:11]=[C:10]2[NH2:19], predict the reactants needed to synthesize it. The reactants are: [Cl:1][CH2:2][CH2:3][CH2:4][CH2:5][C:6]1[N:7]([CH3:20])[N:8]=[C:9]2[C:18]=1[C:17]1[CH:16]=[CH:15][CH:14]=[CH:13][C:12]=1[N:11]=[C:10]2[NH2:19].FC(F)(F)C(O)=O. (2) Given the product [F:1][C:2]1[CH:3]=[C:4]([CH:8]=[CH:9][C:10]=1[N+:11]([O-:13])=[O:12])[C:5]([O:7][CH3:18])=[O:6], predict the reactants needed to synthesize it. The reactants are: [F:1][C:2]1[CH:3]=[C:4]([CH:8]=[CH:9][C:10]=1[N+:11]([O-:13])=[O:12])[C:5]([OH:7])=[O:6].S(Cl)(Cl)=O.[CH3:18]O. (3) Given the product [Cl:3][C:4]1[CH:5]=[C:6]([N:11]2[CH2:16][CH2:15][CH:14]([N:17]([CH3:1])[C:18](=[O:23])[C:19]([F:20])([F:21])[F:22])[CH2:13][CH2:12]2)[CH:7]=[CH:8][C:9]=1[Cl:10], predict the reactants needed to synthesize it. The reactants are: [CH3:1]I.[Cl:3][C:4]1[CH:5]=[C:6]([N:11]2[CH2:16][CH2:15][CH:14]([NH:17][C:18](=[O:23])[C:19]([F:22])([F:21])[F:20])[CH2:13][CH2:12]2)[CH:7]=[CH:8][C:9]=1[Cl:10].[H-].[Na+].O. (4) The reactants are: [C:1]([NH:6][CH:7]1[CH2:12][C:11]2[CH:13]=[CH:14][CH:15]=[C:16]([C:17]([OH:19])=[O:18])[C:10]=2[O:9][B:8]1[OH:20])(=[O:5])[CH2:2][CH2:3][CH3:4].[C:21]([O:24][CH2:25][CH2:26]Br)(=[O:23])[CH3:22]. Given the product [C:21]([O:24][CH2:25][CH2:26][O:18][C:17]([C:16]1[C:10]2[O:9][B:8]([OH:20])[C@@H:7]([NH:6][C:1](=[O:5])[CH2:2][CH2:3][CH3:4])[CH2:12][C:11]=2[CH:13]=[CH:14][CH:15]=1)=[O:19])(=[O:23])[CH3:22], predict the reactants needed to synthesize it. (5) Given the product [CH3:36][C:13]([OH:37])([CH3:12])[CH2:14][N:15]1[C:27]2[C:26]3[CH:25]=[CH:24][CH:23]=[CH:22][C:21]=3[N+:20]([O-:9])=[CH:19][C:18]=2[N:17]=[C:16]1[CH2:28][CH2:29][C:30]1([CH3:35])[O:34][CH2:33][CH2:32][O:31]1, predict the reactants needed to synthesize it. The reactants are: C1C=C(Cl)C=C(C(OO)=[O:9])C=1.[CH3:12][C:13]([OH:37])([CH3:36])[CH2:14][N:15]1[C:27]2[C:26]3[CH:25]=[CH:24][CH:23]=[CH:22][C:21]=3[N:20]=[CH:19][C:18]=2[N:17]=[C:16]1[CH2:28][CH2:29][C:30]1([CH3:35])[O:34][CH2:33][CH2:32][O:31]1.